The task is: Predict the reactants needed to synthesize the given product.. This data is from Full USPTO retrosynthesis dataset with 1.9M reactions from patents (1976-2016). Given the product [CH2:1]([S:5]([NH:8][C:9](=[O:43])[CH2:10][C@H:11]1[O:17][C@H:16]([C:18]2[CH:23]=[CH:22][CH:21]=[C:20]([O:24][CH3:25])[C:19]=2[O:26][CH3:27])[C:15]2[CH:28]=[C:29]([Cl:32])[CH:30]=[CH:31][C:14]=2[N:13]([CH2:33][C:34]([CH3:41])([CH3:40])[CH2:35][OH:36])[C:12]1=[O:42])(=[O:7])=[O:6])[CH2:2][CH2:3][CH3:4], predict the reactants needed to synthesize it. The reactants are: [CH2:1]([S:5]([NH:8][C:9](=[O:43])[CH2:10][C@H:11]1[O:17][C@H:16]([C:18]2[CH:23]=[CH:22][CH:21]=[C:20]([O:24][CH3:25])[C:19]=2[O:26][CH3:27])[C:15]2[CH:28]=[C:29]([Cl:32])[CH:30]=[CH:31][C:14]=2[N:13]([CH2:33][C:34]([CH3:41])([CH3:40])[CH2:35][O:36]C(=O)C)[C:12]1=[O:42])(=[O:7])=[O:6])[CH2:2][CH2:3][CH3:4].[OH-].[Na+].C(O)C.